Dataset: Peptide-MHC class II binding affinity with 134,281 pairs from IEDB. Task: Regression. Given a peptide amino acid sequence and an MHC pseudo amino acid sequence, predict their binding affinity value. This is MHC class II binding data. The peptide sequence is KFAEGRRGAAEVLVVK. The MHC is DRB1_0301 with pseudo-sequence DRB1_0301. The binding affinity (normalized) is 0.